From a dataset of Retrosynthesis with 50K atom-mapped reactions and 10 reaction types from USPTO. Predict the reactants needed to synthesize the given product. (1) Given the product CN1C[C@H]2CN(C(=O)c3nc4cc(C(=O)O)ccc4[nH]3)C[C@H]2C1, predict the reactants needed to synthesize it. The reactants are: COC(=O)c1ccc2[nH]c(C(=O)N3C[C@@H]4CN(C)C[C@@H]4C3)nc2c1. (2) Given the product O=C(NS(=O)(=O)C1CC1)c1cc(C2CC2)c(CN2CCO[C@H](Cc3cc(Cl)cc(Cl)c3)C2)cc1F, predict the reactants needed to synthesize it. The reactants are: NS(=O)(=O)C1CC1.O=C(O)c1cc(C2CC2)c(CN2CCO[C@H](Cc3cc(Cl)cc(Cl)c3)C2)cc1F. (3) Given the product CN(C)c1ccc(Br)cn1, predict the reactants needed to synthesize it. The reactants are: CNC.Fc1ccc(Br)cn1.